From a dataset of Forward reaction prediction with 1.9M reactions from USPTO patents (1976-2016). Predict the product of the given reaction. (1) Given the reactants F[C:2]1[C:3]([N+:12]([O-:14])=[O:13])=[C:4]([CH:9]=[CH:10][CH:11]=1)[C:5]([O:7][CH3:8])=[O:6].[F:15][C:16]1[CH:21]=[CH:20][C:19]([OH:22])=[CH:18][CH:17]=1.C(=O)([O-])[O-].[K+].[K+].CN(C=O)C, predict the reaction product. The product is: [F:15][C:16]1[CH:21]=[CH:20][C:19]([O:22][C:2]2[C:3]([N+:12]([O-:14])=[O:13])=[C:4]([CH:9]=[CH:10][CH:11]=2)[C:5]([O:7][CH3:8])=[O:6])=[CH:18][CH:17]=1. (2) Given the reactants C1(O[C:8](=[O:27])[NH:9][C:10]2[S:11][C:12]3[C:18]([CH:19]4[CH2:24][O:23][CH2:22][CH2:21][O:20]4)=[CH:17][CH:16]=[C:15]([O:25][CH3:26])[C:13]=3[N:14]=2)C=CC=CC=1.FC(F)(F)C(O)=O.[CH3:35][O:36][CH2:37][C:38]1([CH3:44])[CH2:43][CH2:42][NH:41][CH2:40][CH2:39]1.C(N(C(C)C)C(C)C)C, predict the reaction product. The product is: [O:20]1[CH2:21][CH2:22][O:23][CH2:24][CH:19]1[C:18]1[C:12]2[S:11][C:10]([NH:9][C:8]([N:41]3[CH2:42][CH2:43][C:38]([CH2:37][O:36][CH3:35])([CH3:44])[CH2:39][CH2:40]3)=[O:27])=[N:14][C:13]=2[C:15]([O:25][CH3:26])=[CH:16][CH:17]=1.